Predict the reactants needed to synthesize the given product. From a dataset of Retrosynthesis with 50K atom-mapped reactions and 10 reaction types from USPTO. (1) The reactants are: CC(C)(C)OC(=O)N1CCN(CCc2ccc(F)cc2F)CC1. Given the product Fc1ccc(CCN2CCNCC2)c(F)c1, predict the reactants needed to synthesize it. (2) Given the product O=c1ccn([C@H]2CC[C@@H](CO)O2)c(=O)[nH]1, predict the reactants needed to synthesize it. The reactants are: O=c1ccn([C@H]2C=C[C@@H](CO)O2)c(=O)[nH]1. (3) Given the product COc1cccc(-c2cc3c(s2)c(I)nn3C(=O)OC(C)(C)C)c1, predict the reactants needed to synthesize it. The reactants are: CC(C)(C)OC(=O)OC(=O)OC(C)(C)C.COc1cccc(-c2cc3[nH]nc(I)c3s2)c1. (4) Given the product COC(=O)Cc1ccc(OC)c(-c2ccc(C(F)(F)F)cc2CN(CCN(C)C)C(C)=O)c1, predict the reactants needed to synthesize it. The reactants are: CC(=O)Cl.COC(=O)Cc1ccc(OC)c(-c2ccc(C(F)(F)F)cc2CNCCN(C)C)c1. (5) Given the product COC(=O)[C@H]1CNCC[C@H]1CCC(=O)c1c(F)cnc2ccc(OC)cc12, predict the reactants needed to synthesize it. The reactants are: COC(=O)[C@H]1CN(C(=O)OC(C)(C)C)CC[C@H]1CCC(=O)c1c(F)cnc2ccc(OC)cc12. (6) Given the product COCCN(C)c1cc(NC(=O)OC(C)(C)C)c(NC(=O)CC(=O)c2ccnc(-c3cc(C)no3)c2)cc1Cl, predict the reactants needed to synthesize it. The reactants are: COCCN(C)c1cc(NC(=O)OC(C)(C)C)c(N)cc1Cl.Cc1cc(-c2cc(C(=O)CC(=O)OC(C)(C)C)ccn2)on1. (7) Given the product Cn1nc2c3oc(-c4ccccc4)c(I)c(=O)c3ccn2c1=O, predict the reactants needed to synthesize it. The reactants are: CI.O=c1c(I)c(-c2ccccc2)oc2c1ccn1c(=O)[nH]nc21.